Dataset: Full USPTO retrosynthesis dataset with 1.9M reactions from patents (1976-2016). Task: Predict the reactants needed to synthesize the given product. (1) Given the product [O:23]1[C:27]2[CH:28]=[CH:29][C:30]([C:2]3[CH:3]=[C:4]([C:9]4[N:13]5[CH:14]=[CH:15][C:16]([C:19]([OH:22])([CH3:21])[CH3:20])=[C:17]([F:18])[C:12]5=[N:11][CH:10]=4)[CH:5]=[CH:6][C:7]=3[F:8])=[CH:31][C:26]=2[O:25][CH2:24]1, predict the reactants needed to synthesize it. The reactants are: Cl[C:2]1[CH:3]=[C:4]([C:9]2[N:13]3[CH:14]=[CH:15][C:16]([C:19]([OH:22])([CH3:21])[CH3:20])=[C:17]([F:18])[C:12]3=[N:11][CH:10]=2)[CH:5]=[CH:6][C:7]=1[F:8].[O:23]1[C:27]2[CH:28]=[CH:29][C:30](B(O)O)=[CH:31][C:26]=2[O:25][CH2:24]1. (2) Given the product [F:14][C:4]1[CH:3]=[C:2]([B:15]2[O:19][C:18]([CH3:21])([CH3:20])[C:17]([CH3:23])([CH3:22])[O:16]2)[CH:7]=[CH:6][C:5]=1[N:8]1[CH2:12][CH2:11][CH2:10][C:9]1=[O:13], predict the reactants needed to synthesize it. The reactants are: Cl[C:2]1[CH:7]=[CH:6][C:5]([N:8]2[CH2:12][CH2:11][CH2:10][C:9]2=[O:13])=[C:4]([F:14])[CH:3]=1.[B:15]1([B:15]2[O:19][C:18]([CH3:21])([CH3:20])[C:17]([CH3:23])([CH3:22])[O:16]2)[O:19][C:18]([CH3:21])([CH3:20])[C:17]([CH3:23])([CH3:22])[O:16]1.CC(C1C=C(C(C)C)C(C2C=CC=CC=2P(C2CCCCC2)C2CCCCC2)=C(C(C)C)C=1)C.C([O-])(=O)C.[K+].O1CCOCC1. (3) Given the product [CH:3]1([OH:12])[CH2:4][CH2:11][CH2:10][CH2:9][CH2:8][CH2:5][CH2:6][CH2:17][CH2:16][CH2:15][CH2:20]1.[C:24]1(=[O:1])[CH2:35][CH2:34][CH2:33][CH2:32][CH2:31][CH2:30][CH2:29][CH2:28][CH2:27][CH2:26][CH2:25]1.[CH2:24]1[CH2:35][CH2:34][CH2:33][CH2:32][CH2:31][CH2:30][CH2:29][CH2:28][CH2:27][CH2:26][CH2:25]1, predict the reactants needed to synthesize it. The reactants are: [OH:1]N1[C:6](=O)[C:5]2=[CH:8][CH:9]=[CH:10][CH:11]=[C:4]2[C:3]1=[O:12].[O-]O.[C:15]1(C(C)C)[CH:20]=CC=[CH:17][CH:16]=1.[CH2:24]1[CH2:35][CH2:34][CH2:33][CH2:32][CH2:31][CH2:30][CH2:29][CH2:28][CH2:27][CH2:26][CH2:25]1. (4) Given the product [Cl:1][C:2]1[CH:10]=[C:9]([NH:11][CH:12]([CH3:14])[CH3:13])[C:5]([C:6]([NH:15][CH:16]([CH2:21][OH:22])[C:17]([O:19][CH3:20])=[O:18])=[O:8])=[CH:4][N:3]=1, predict the reactants needed to synthesize it. The reactants are: [Cl:1][C:2]1[CH:10]=[C:9]([NH:11][CH:12]([CH3:14])[CH3:13])[C:5]([C:6]([OH:8])=O)=[CH:4][N:3]=1.[NH2:15][CH:16]([CH2:21][OH:22])[C:17]([O:19][CH3:20])=[O:18].CCN(C(C)C)C(C)C.CN(C(ON1N=NC2C=CC=NC1=2)=[N+](C)C)C.F[P-](F)(F)(F)(F)F. (5) Given the product [Cl:1][C:2]1[CH:23]=[C:22]([Cl:24])[CH:21]=[CH:20][C:3]=1[O:4][CH2:5][C:6]1[CH:7]=[C:8]([CH2:16][CH2:17][CH2:18][O:19][C:26]2[CH:30]=[C:29]([CH2:31][CH2:32][C:33]([OH:35])=[O:34])[N:28]([CH3:38])[N:27]=2)[CH:9]=[C:10]([O:12][CH:13]([CH3:15])[CH3:14])[CH:11]=1, predict the reactants needed to synthesize it. The reactants are: [Cl:1][C:2]1[CH:23]=[C:22]([Cl:24])[CH:21]=[CH:20][C:3]=1[O:4][CH2:5][C:6]1[CH:7]=[C:8]([CH2:16][CH2:17][CH2:18][OH:19])[CH:9]=[C:10]([O:12][CH:13]([CH3:15])[CH3:14])[CH:11]=1.O[C:26]1[CH:30]=[C:29]([CH2:31][CH2:32][C:33]([O:35]CC)=[O:34])[N:28]([CH3:38])[N:27]=1.C(P(CCCC)CCCC)CCC.N(C(N1CCCCC1)=O)=NC(N1CCCCC1)=O.O1CCCC1CCO.[OH-].[Na+].Cl.